Dataset: Forward reaction prediction with 1.9M reactions from USPTO patents (1976-2016). Task: Predict the product of the given reaction. (1) The product is: [CH2:7]([O:9][C:10]1[CH:11]=[C:12]2[C:18](=[CH:19][CH:20]=1)[C:5](=[O:4])[NH:23][CH:14]=[CH:13]2)[CH3:8]. Given the reactants ClC([O:4][CH2:5]C)=O.[CH2:7]([O:9][C:10]1[CH:11]=[C:12]([CH:18]=[CH:19][CH:20]=1)[CH:13]=[CH:14]C(O)=O)[CH3:8].C([N:23](CC)CC)C.[N-]=[N+]=[N-].[Na+].C1(CC2C=CC=CC=2)C=CC=CC=1.C(N(CCCC)CCCC)CCC, predict the reaction product. (2) Given the reactants [CH2:1]([S:3][C:4]1[CH:10]=[CH:9][C:8]([C:11]([F:14])([F:13])[F:12])=[CH:7][C:5]=1[NH2:6])[CH3:2].C(SC1C=CC(F)=CC=1[NH:25]N)C, predict the reaction product. The product is: [CH2:1]([S:3][C:4]1[CH:10]=[CH:9][C:8]([C:11]([F:12])([F:14])[F:13])=[CH:7][C:5]=1[NH:6][NH2:25])[CH3:2]. (3) Given the reactants [Br:1][C:2]1[C:3]([Cl:31])=[C:4]2[C:10]([C:11]3[CH:16]=[CH:15][CH:14]=[CH:13][C:12]=3[CH2:17][O:18]C(C)(C)C)=[CH:9][N:8](COCC[Si](C)(C)C)[C:5]2=[N:6][CH:7]=1.FC(F)(F)C(O)=O, predict the reaction product. The product is: [Br:1][C:2]1[C:3]([Cl:31])=[C:4]2[C:10]([C:11]3[CH:16]=[CH:15][CH:14]=[CH:13][C:12]=3[CH2:17][OH:18])=[CH:9][NH:8][C:5]2=[N:6][CH:7]=1. (4) Given the reactants [CH2:1]([O:3][C:4]([C:6]1[CH:10]=[CH:9][N:8]([CH:11]([CH3:13])[CH3:12])[C:7]=1[CH:14]([C:16]1[CH:21]=[CH:20][C:19]([Cl:22])=[CH:18][CH:17]=1)O)=[O:5])[CH3:2].[NH2:23][C:24]1[CH:25]=[C:26]([Cl:32])[C:27](=[O:31])[N:28]([CH3:30])[CH:29]=1.COC(C1C=C(Br)N(C(C)C)C=1C(C1C=CC(Cl)=CC=1)O)=O.ClC1C=C(C=CC=1F)N, predict the reaction product. The product is: [CH2:1]([O:3][C:4]([C:6]1[CH:10]=[CH:9][N:8]([CH:11]([CH3:13])[CH3:12])[C:7]=1[CH:14]([NH:23][C:24]1[CH:25]=[C:26]([Cl:32])[C:27](=[O:31])[N:28]([CH3:30])[CH:29]=1)[C:16]1[CH:21]=[CH:20][C:19]([Cl:22])=[CH:18][CH:17]=1)=[O:5])[CH3:2]. (5) Given the reactants [OH:1][C@@H:2]1[CH2:7][CH2:6][C@H:5]([N:8]2[CH2:12][CH2:11][C:10]3([CH2:17][CH2:16][CH2:15][N:14]([C:18]([O:20][CH2:21][C:22]4[CH:27]=[CH:26][CH:25]=[CH:24][CH:23]=4)=[O:19])[CH2:13]3)[C:9]2=[O:28])[CH2:4][CH2:3]1.N1C=CN=C1.[Si:34](Cl)([C:37]([CH3:40])([CH3:39])[CH3:38])([CH3:36])[CH3:35].CCCCCCC, predict the reaction product. The product is: [Si:34]([O:1][C@@H:2]1[CH2:3][CH2:4][C@H:5]([N:8]2[CH2:12][CH2:11][C:10]3([CH2:17][CH2:16][CH2:15][N:14]([C:18]([O:20][CH2:21][C:22]4[CH:23]=[CH:24][CH:25]=[CH:26][CH:27]=4)=[O:19])[CH2:13]3)[C:9]2=[O:28])[CH2:6][CH2:7]1)([C:37]([CH3:40])([CH3:39])[CH3:38])([CH3:36])[CH3:35].